Predict which catalyst facilitates the given reaction. From a dataset of Catalyst prediction with 721,799 reactions and 888 catalyst types from USPTO. (1) Reactant: [CH:1]1([C:4]2[N:8]=[C:7]([C:9]3[C:10]4[CH2:18][CH2:17][C:16]([F:20])([F:19])[CH2:15][C:11]=4[S:12][C:13]=3[NH2:14])[S:6][N:5]=2)[CH2:3][CH2:2]1.[C:21]12[C:29](=[O:30])[O:28][C:26](=[O:27])[C:22]=1[CH2:23][CH2:24][CH2:25]2. Product: [CH:1]1([C:4]2[N:8]=[C:7]([C:9]3[C:10]4[CH2:18][CH2:17][C:16]([F:20])([F:19])[CH2:15][C:11]=4[S:12][C:13]=3[NH:14][C:29]([C:21]3[CH2:25][CH2:24][CH2:23][C:22]=3[C:26]([OH:28])=[O:27])=[O:30])[S:6][N:5]=2)[CH2:3][CH2:2]1. The catalyst class is: 61. (2) Reactant: [Br:1][C:2]1[C:7]([F:8])=[CH:6][C:5](/[C:9](=[N:11]/[NH2:12])/[CH3:10])=[C:4](F)[CH:3]=1.C([O-])(O)=O.[Na+]. Product: [Br:1][C:2]1[CH:3]=[C:4]2[C:5]([C:9]([CH3:10])=[N:11][NH:12]2)=[CH:6][C:7]=1[F:8]. The catalyst class is: 196. (3) Reactant: [H-].[Na+].[F:3][C:4]1[CH:5]=[C:6]2[C:10](=[CH:11][CH:12]=1)[NH:9][CH:8]=[C:7]2[C:13]([O:15][CH3:16])=[O:14].Cl[C:18]1[C:27]2[C:22](=[CH:23][CH:24]=[CH:25][CH:26]=2)[N:21]=[CH:20][CH:19]=1.O. Product: [F:3][C:4]1[CH:5]=[C:6]2[C:10](=[CH:11][CH:12]=1)[N:9]([C:18]1[C:27]3[C:22](=[CH:23][CH:24]=[CH:25][CH:26]=3)[N:21]=[CH:20][CH:19]=1)[CH:8]=[C:7]2[C:13]([O:15][CH3:16])=[O:14]. The catalyst class is: 9. (4) Reactant: [OH:1][C:2]1[C:3]([C:12]([O:14]C)=O)=[N:4][CH:5]=[C:6]2[C:11]=1[N:10]=[CH:9][CH:8]=[CH:7]2.[F:16][C:17]1[CH:24]=[CH:23][C:20]([CH2:21][NH2:22])=[CH:19][CH:18]=1. Product: [F:16][C:17]1[CH:24]=[CH:23][C:20]([CH2:21][NH:22][C:12]([C:3]2[C:2]([OH:1])=[C:11]3[C:6]([CH:7]=[CH:8][CH:9]=[N:10]3)=[CH:5][N:4]=2)=[O:14])=[CH:19][CH:18]=1. The catalyst class is: 5.